Dataset: Reaction yield outcomes from USPTO patents with 853,638 reactions. Task: Predict the reaction yield, written as a fraction of the theoretical maximum amount of product (1.0 means a 100% yield; for example, 0.34 means a 34% yield). (1) The reactants are [C:1]1([S:7]([N:10]2[C:14]3=[N:15][CH:16]=[C:17]([F:19])[CH:18]=[C:13]3[CH:12]=[C:11]2[C:20](OS(C2C=CC(C)=CC=2)(=O)=O)=[CH:21][CH:22]2[CH2:27][CH2:26][O:25][CH2:24][CH2:23]2)(=[O:9])=[O:8])[CH:6]=[CH:5][CH:4]=[CH:3][CH:2]=1.[CH3:39][O:40][C:41](=[O:58])[C:42]1[CH:47]=[CH:46][C:45](B2OC(C)(C)C(C)(C)O2)=[CH:44][C:43]=1[F:57].C(=O)([O-])[O-].[Na+].[Na+]. The catalyst is O1CCOCC1.C(OCC)(=O)C.Cl[Pd](Cl)([P](C1C=CC=CC=1)(C1C=CC=CC=1)C1C=CC=CC=1)[P](C1C=CC=CC=1)(C1C=CC=CC=1)C1C=CC=CC=1. The product is [CH3:39][O:40][C:41](=[O:58])[C:42]1[CH:47]=[CH:46][C:45]([C:20]([C:11]2[N:10]([S:7]([C:1]3[CH:2]=[CH:3][CH:4]=[CH:5][CH:6]=3)(=[O:8])=[O:9])[C:14]3=[N:15][CH:16]=[C:17]([F:19])[CH:18]=[C:13]3[CH:12]=2)=[CH:21][CH:22]2[CH2:23][CH2:24][O:25][CH2:26][CH2:27]2)=[CH:44][C:43]=1[F:57]. The yield is 0.720. (2) The reactants are [NH2:1][C:2]1[C:3]2[N:4]([C:8]([C@@H:26]3[CH2:30][CH2:29][CH2:28][NH:27]3)=[N:9][C:10]=2[C:11]2[CH:25]=[CH:24][C:14]([C:15]([NH:17][C:18]3[CH:23]=[CH:22][CH:21]=[CH:20][N:19]=3)=[O:16])=[CH:13][CH:12]=2)[CH:5]=[CH:6][N:7]=1.[Cl:31][C:32]1[N:37]=[C:36]([C:38](O)=[O:39])[CH:35]=[CH:34][N:33]=1. No catalyst specified. The product is [NH2:1][C:2]1[C:3]2[N:4]([C:8]([C@@H:26]3[CH2:30][CH2:29][CH2:28][N:27]3[C:38]([C:36]3[CH:35]=[CH:34][N:33]=[C:32]([Cl:31])[N:37]=3)=[O:39])=[N:9][C:10]=2[C:11]2[CH:25]=[CH:24][C:14]([C:15]([NH:17][C:18]3[CH:23]=[CH:22][CH:21]=[CH:20][N:19]=3)=[O:16])=[CH:13][CH:12]=2)[CH:5]=[CH:6][N:7]=1. The yield is 0.404. (3) The product is [I:1][C:2]1[CH:3]=[C:4]([CH2:8][CH2:9][OH:10])[CH:5]=[CH:6][CH:7]=1. The catalyst is O1CCCC1. The reactants are [I:1][C:2]1[CH:3]=[C:4]([CH2:8][C:9](O)=[O:10])[CH:5]=[CH:6][CH:7]=1. The yield is 0.950. (4) The yield is 0.920. The reactants are [Si:1]([O:8][CH2:9][C:10]1[S:14][C:13]([Cl:15])=[C:12]([CH:16]([OH:27])[C:17]2[CH:22]=[C:21]([Cl:23])[N:20]=[CH:19][C:18]=2[CH2:24][CH2:25]O)[CH:11]=1)([C:4]([CH3:7])([CH3:6])[CH3:5])([CH3:3])[CH3:2].N1C=CC=CC=1.C1(P(C2C=CC=CC=2)C2C=CC=CC=2)C=CC=CC=1.[I:53]I. The product is [Si:1]([O:8][CH2:9][C:10]1[S:14][C:13]([Cl:15])=[C:12]([CH:16]([C:17]2[C:18]([CH2:24][CH2:25][I:53])=[CH:19][N:20]=[C:21]([Cl:23])[CH:22]=2)[OH:27])[CH:11]=1)([C:4]([CH3:7])([CH3:6])[CH3:5])([CH3:3])[CH3:2]. The catalyst is C1C=CC=CC=1. (5) The reactants are [CH:1]([C:4]1[C:13]2[C:8](=[N:9][CH:10]=[CH:11][CH:12]=2)[NH:7][C:6](=O)[CH:5]=1)([CH3:3])[CH3:2].O=P(Cl)(Cl)[Cl:17]. The catalyst is C1(C)C=CC=CC=1. The product is [Cl:17][C:6]1[CH:5]=[C:4]([CH:1]([CH3:3])[CH3:2])[C:13]2[C:8](=[N:9][CH:10]=[CH:11][CH:12]=2)[N:7]=1. The yield is 0.790. (6) The reactants are [N:1]([C:4]1[CH:17]=[CH:16][C:7]([C:8]([C:10]2[CH:15]=[CH:14][CH:13]=[CH:12][CH:11]=2)=[O:9])=[CH:6][CH:5]=1)=[N+]=[N-].O. The catalyst is C(OCC)(=O)C. The product is [NH2:1][C:4]1[CH:5]=[CH:6][C:7]([C:8]([C:10]2[CH:15]=[CH:14][CH:13]=[CH:12][CH:11]=2)=[O:9])=[CH:16][CH:17]=1. The yield is 0.890.